From a dataset of Cav3 T-type calcium channel HTS with 100,875 compounds. Binary Classification. Given a drug SMILES string, predict its activity (active/inactive) in a high-throughput screening assay against a specified biological target. (1) The molecule is O(C(C)(C)C)C(=O)N1CCNc2c(C1)cccc2. The result is 0 (inactive). (2) The molecule is O=c1n([nH]c(c2ccc(OC)cc2)c1)c1[nH]c2c(n1)cccc2. The result is 0 (inactive). (3) The molecule is S(=O)(=O)(N(c1cc(cc(c1)C)C)CC(=O)Nc1ccc(OC)cc1)c1c([nH]nc1C)C. The result is 0 (inactive). (4) The drug is S=c1n(CCCCC(=O)NCCN(CC)CC)c(=O)c2[nH]c3c(c2[nH]1)cc(OC)cc3. The result is 0 (inactive). (5) The molecule is S(=O)(=O)(N1CC(CCC1)C(=O)N1CCC(CC1)Cc1ccccc1)Cc1ccccc1. The result is 1 (active). (6) The drug is S(c1c2CCCCc2nc2c1ccc(c2)C(=O)N1CCOCC1)CC(O)=O. The result is 0 (inactive).